From a dataset of Reaction yield outcomes from USPTO patents with 853,638 reactions. Predict the reaction yield, written as a fraction of the theoretical maximum amount of product (1.0 means a 100% yield; for example, 0.34 means a 34% yield). The reactants are [NH2:1][C@@H:2]1[C:11]2[C:6](=[CH:7][CH:8]=[CH:9][CH:10]=2)[C@H:5]([OH:12])[CH2:4][CH2:3]1.[H-].[Na+].F[C:16]1[CH:17]=[CH:18][C:19]2[N:20]([C:22]([N:25]3[CH2:30][CH2:29][N:28]([CH3:31])[CH2:27][CH2:26]3)=[N:23][N:24]=2)[CH:21]=1. The catalyst is CN(C=O)C.O. The product is [CH3:31][N:28]1[CH2:27][CH2:26][N:25]([C:22]2[N:20]3[CH:21]=[C:16]([O:12][C@H:5]4[C:6]5[C:11](=[CH:10][CH:9]=[CH:8][CH:7]=5)[C@@H:2]([NH2:1])[CH2:3][CH2:4]4)[CH:17]=[CH:18][C:19]3=[N:24][N:23]=2)[CH2:30][CH2:29]1. The yield is 0.780.